This data is from CYP1A2 inhibition data for predicting drug metabolism from PubChem BioAssay. The task is: Regression/Classification. Given a drug SMILES string, predict its absorption, distribution, metabolism, or excretion properties. Task type varies by dataset: regression for continuous measurements (e.g., permeability, clearance, half-life) or binary classification for categorical outcomes (e.g., BBB penetration, CYP inhibition). Dataset: cyp1a2_veith. (1) The compound is CC(C)(C)c1ccc(O)c(CN(Cc2cc(C(C)(C)C)ccc2O)c2ccccc2)c1. The result is 0 (non-inhibitor). (2) The drug is CCN1C(=O)[C@H]2CC[C@@H]3/C(=N\NC(=O)OCc4ccccc4)C[C@@H](O)[C@@H](O)[C@@H]3[C@@H]2C1=O. The result is 0 (non-inhibitor). (3) The drug is CCN1C(=O)[C@H]2CC[C@H]3/C(=N\O[C@@H](C)CN4CCCc5nc(C)c(C)cc54)C[C@@H](O)[C@@H](O)[C@@H]3[C@@H]2C1=O. The result is 0 (non-inhibitor). (4) The compound is CC1Cc2ccccc2N1C(=O)C1CCCN(S(=O)(=O)c2cccc3nsnc23)C1. The result is 1 (inhibitor). (5) The molecule is Cc1ccc(-c2ccc(=O)n(CC(=O)NCCN(C)C)n2)cc1. The result is 0 (non-inhibitor).